From a dataset of Full USPTO retrosynthesis dataset with 1.9M reactions from patents (1976-2016). Predict the reactants needed to synthesize the given product. (1) The reactants are: [CH2:1]([O:3][C:4](=[O:14])[CH2:5][C:6]1[CH:11]=[C:10]([Cl:12])[CH:9]=[C:8](Br)[CH:7]=1)[CH3:2].[F:15][C:16]1[CH:17]=[CH:18][C:19](B2OC(C)(C)C(C)(C)O2)=[C:20]([CH:23]=1)[CH:21]=[O:22]. Given the product [CH2:1]([O:3][C:4](=[O:14])[CH2:5][C:6]1[CH:7]=[C:8]([C:19]2[CH:18]=[CH:17][C:16]([F:15])=[CH:23][C:20]=2[CH:21]=[O:22])[CH:9]=[C:10]([Cl:12])[CH:11]=1)[CH3:2], predict the reactants needed to synthesize it. (2) The reactants are: I[C:2]1[CH:7]=[CH:6][CH:5]=[CH:4][C:3]=1[CH2:8][C:9]([O:11][CH3:12])=[O:10].[CH3:13][Si:14]([C:17]#[CH:18])([CH3:16])[CH3:15]. Given the product [CH3:13][Si:14]([C:17]#[C:18][C:2]1[CH:7]=[CH:6][CH:5]=[CH:4][C:3]=1[CH2:8][C:9]([O:11][CH3:12])=[O:10])([CH3:16])[CH3:15], predict the reactants needed to synthesize it. (3) Given the product [Br:1][C:2]1[S:6][C:5]([S:7]([N:28]2[CH2:27][CH2:26][N:25]([C:22]3[CH:21]=[CH:20][C:19]([F:18])=[CH:24][CH:23]=3)[CH2:30][CH2:29]2)(=[O:9])=[O:8])=[CH:4][CH:3]=1, predict the reactants needed to synthesize it. The reactants are: [Br:1][C:2]1[S:6][C:5]([S:7](Cl)(=[O:9])=[O:8])=[CH:4][CH:3]=1.C(N(CC)CC)C.[F:18][C:19]1[CH:24]=[CH:23][C:22]([N:25]2[CH2:30][CH2:29][NH:28][CH2:27][CH2:26]2)=[CH:21][CH:20]=1.C([O-])(O)=O.[Na+]. (4) Given the product [OH:10][CH2:9][CH:8]([N:6]1[CH:7]=[C:2]([C:14]2[S:13][CH:17]=[CH:16][CH:15]=2)[CH:3]=[CH:4][C:5]1=[O:12])[CH3:11], predict the reactants needed to synthesize it. The reactants are: Br[C:2]1[CH:3]=[CH:4][C:5](=[O:12])[N:6]([CH:8]([CH3:11])[CH2:9][OH:10])[CH:7]=1.[S:13]1[CH:17]=[CH:16][CH:15]=[C:14]1B(O)O.C([O-])([O-])=O.[Na+].[Na+]. (5) The reactants are: I[C:2]1[CH:7]=[CH:6][CH:5]=[CH:4][CH:3]=1.[CH3:8][C:9]1[CH:13]=[CH:12][S:11][C:10]=1[C:14]([O:16][CH3:17])=[O:15].C([O-])(=O)C.[K+].O. Given the product [CH3:8][C:9]1[CH:13]=[C:12]([C:2]2[CH:7]=[CH:6][CH:5]=[CH:4][CH:3]=2)[S:11][C:10]=1[C:14]([O:16][CH3:17])=[O:15], predict the reactants needed to synthesize it.